From a dataset of Reaction yield outcomes from USPTO patents with 853,638 reactions. Predict the reaction yield, written as a fraction of the theoretical maximum amount of product (1.0 means a 100% yield; for example, 0.34 means a 34% yield). (1) The reactants are [N+:1]([CH:4]=[CH:5][C:6]1[S:10][C:9]2[CH:11]=[CH:12][CH:13]=[CH:14][C:8]=2[CH:7]=1)([O-])=O.[H-].[H-].[H-].[H-].[Li+].[Al+3]. The catalyst is C1COCC1. The product is [S:10]1[C:6]([CH2:5][CH2:4][NH2:1])=[CH:7][C:8]2[CH:14]=[CH:13][CH:12]=[CH:11][C:9]1=2. The yield is 0.879. (2) The catalyst is ClS(O)(=O)=O. The yield is 0.660. The product is [N:34]1([S:8]([C:7]2[C:2]([NH2:1])=[N:3][CH:4]=[C:5]([C:12]3[CH:13]=[C:14]4[C:19](=[CH:20][CH:21]=3)[N:18]=[CH:17][CH:16]=[C:15]4[C:22]3[CH:27]=[CH:26][N:25]=[CH:24][CH:23]=3)[CH:6]=2)(=[O:10])=[O:9])[CH2:39][CH2:38][CH2:37][CH2:36][CH2:35]1. The reactants are [NH2:1][C:2]1[C:7]([S:8](Cl)(=[O:10])=[O:9])=[CH:6][C:5]([C:12]2[CH:13]=[C:14]3[C:19](=[CH:20][CH:21]=2)[N:18]=[CH:17][CH:16]=[C:15]3[C:22]2[CH:27]=[CH:26][N:25]=[CH:24][CH:23]=2)=[CH:4][N:3]=1.O1CCOCC1.[NH:34]1[CH2:39][CH2:38][CH2:37][CH2:36][CH2:35]1.N1C=CC=CC=1. (3) The yield is 0.680. The catalyst is CN(C)C=O. The reactants are [CH3:1][C:2]1[O:6][C:5]([C:7]2[CH:15]=[CH:14][C:10]([C:11]([OH:13])=O)=[CH:9][CH:8]=2)=[N:4][C:3]=1[CH2:16][S:17]([C:20]1[CH:25]=[CH:24][C:23]([CH2:26][N:27]2[CH2:32][CH2:31][O:30][CH2:29][CH2:28]2)=[CH:22][CH:21]=1)(=[O:19])=[O:18].CCN=C=NCCCN(C)C.C1C=CC2N(O)N=NC=2C=1.C(N(CC)CC)C.[N:61]1[CH:66]=[CH:65][CH:64]=[C:63]([CH2:67][NH2:68])[CH:62]=1. The product is [CH3:1][C:2]1[O:6][C:5]([C:7]2[CH:8]=[CH:9][C:10]([C:11]([NH:68][CH2:67][C:63]3[CH:62]=[N:61][CH:66]=[CH:65][CH:64]=3)=[O:13])=[CH:14][CH:15]=2)=[N:4][C:3]=1[CH2:16][S:17]([C:20]1[CH:25]=[CH:24][C:23]([CH2:26][N:27]2[CH2:28][CH2:29][O:30][CH2:31][CH2:32]2)=[CH:22][CH:21]=1)(=[O:18])=[O:19]. (4) The reactants are [CH3:1][O:2][C:3]1[CH:12]=[CH:11][C:6]2[N:7]=[C:8]([NH2:10])[S:9][C:5]=2[CH:4]=1.Br[CH2:14][C:15]([C:17]1[CH:22]=[CH:21][C:20]([N:23]([CH2:26][CH3:27])[CH2:24][CH3:25])=[CH:19][CH:18]=1)=O. The catalyst is CCO. The product is [CH3:1][O:2][C:3]1[CH:12]=[CH:11][C:6]2[N:7]3[CH:14]=[C:15]([C:17]4[CH:22]=[CH:21][C:20]([N:23]([CH2:26][CH3:27])[CH2:24][CH3:25])=[CH:19][CH:18]=4)[N:10]=[C:8]3[S:9][C:5]=2[CH:4]=1. The yield is 0.750. (5) The reactants are [F:1][C:2]1[CH:7]=[C:6]([I:8])[CH:5]=[CH:4][C:3]=1[NH:9][C:10]1[N:15]2[CH:16]=[N:17][CH:18]=[C:14]2[CH:13]=[CH:12][C:11]=1[C:19]([OH:21])=O.[CH:22]([O:24][CH2:25][CH2:26][O:27][NH2:28])=[CH2:23].CCN=C=NCCCN(C)C.Cl.C1C=CC2N(O)N=NC=2C=1.CCN(C(C)C)C(C)C. The catalyst is CN(C=O)C. The product is [CH:22]([O:24][CH2:25][CH2:26][O:27][NH:28][C:19]([C:11]1[CH:12]=[CH:13][C:14]2[N:15]([CH:16]=[N:17][CH:18]=2)[C:10]=1[NH:9][C:3]1[CH:4]=[CH:5][C:6]([I:8])=[CH:7][C:2]=1[F:1])=[O:21])=[CH2:23]. The yield is 0.600. (6) The reactants are [OH:1][C:2]1([C:31]([O:33]C)=[O:32])[CH2:7][CH2:6][CH:5]([N:8]2[C:16]([NH:17][C:18]3[C:23]([F:24])=[CH:22][C:21]([F:25])=[CH:20][C:19]=3[F:26])=[N:15][C:14]3[C:9]2=[N:10][C:11]([NH:27][CH:28]([CH3:30])[CH3:29])=[N:12][CH:13]=3)[CH2:4][CH2:3]1. The catalyst is Cl. The product is [OH:1][C:2]1([C:31]([OH:33])=[O:32])[CH2:7][CH2:6][CH:5]([N:8]2[C:16]([NH:17][C:18]3[C:23]([F:24])=[CH:22][C:21]([F:25])=[CH:20][C:19]=3[F:26])=[N:15][C:14]3[C:9]2=[N:10][C:11]([NH:27][CH:28]([CH3:30])[CH3:29])=[N:12][CH:13]=3)[CH2:4][CH2:3]1. The yield is 0.730. (7) The reactants are [CH2:1]([O:8][C@H:9]1[C@H:14]([O:15][CH2:16][C:17]2[CH:22]=[CH:21][CH:20]=[CH:19][CH:18]=2)[C@@H:13]([CH2:23][O:24][CH2:25][C:26]2[CH:31]=[CH:30][CH:29]=[CH:28][CH:27]=2)[O:12][C@H:11]([CH2:32][P:33](=[O:40])([O:37][CH2:38][CH3:39])[O:34][CH2:35][CH3:36])[C:10]1=[N:41][OH:42])[C:2]1[CH:7]=[CH:6][CH:5]=[CH:4][CH:3]=1.N1C=CC=CC=1.[CH3:49][C:50](OC(C)=O)=[O:51]. The catalyst is C(Cl)Cl.CN(C1C=CN=CC=1)C. The product is [C:50]([O:42][N:41]=[C:10]1[C@@H:9]([O:8][CH2:1][C:2]2[CH:3]=[CH:4][CH:5]=[CH:6][CH:7]=2)[C@H:14]([O:15][CH2:16][C:17]2[CH:18]=[CH:19][CH:20]=[CH:21][CH:22]=2)[C@@H:13]([CH2:23][O:24][CH2:25][C:26]2[CH:27]=[CH:28][CH:29]=[CH:30][CH:31]=2)[O:12][C@@H:11]1[CH2:32][P:33](=[O:40])([O:34][CH2:35][CH3:36])[O:37][CH2:38][CH3:39])(=[O:51])[CH3:49]. The yield is 0.700. (8) The reactants are [C:1]([NH:8][C:9]1[CH:14]=[CH:13][C:12]([F:15])=[CH:11][CH:10]=1)([O:3][C:4]([CH3:7])([CH3:6])[CH3:5])=[O:2].[Li][C:17]([CH3:20])([CH3:19])[CH3:18].CCCCC.C(Br)C(=C)C. The catalyst is C1COCC1. The product is [C:4]([O:3][C:1](=[O:2])[NH:8][C:9]1[CH:14]=[CH:13][C:12]([F:15])=[CH:11][C:10]=1[CH2:19][C:17]([CH3:20])=[CH2:18])([CH3:7])([CH3:6])[CH3:5]. The yield is 0.800.